Dataset: Forward reaction prediction with 1.9M reactions from USPTO patents (1976-2016). Task: Predict the product of the given reaction. (1) Given the reactants Cl.[NH:2]([CH2:4][C:5]([O:7][CH2:8][CH3:9])=[O:6])[NH2:3].[CH3:10][C:11]([CH3:18])([CH3:17])[C:12](=O)[CH2:13][C:14]#[N:15], predict the reaction product. The product is: [NH2:15][C:14]1[N:2]([CH2:4][C:5]([O:7][CH2:8][CH3:9])=[O:6])[N:3]=[C:12]([C:11]([CH3:18])([CH3:17])[CH3:10])[CH:13]=1. (2) Given the reactants [I:1][C:2]1[CH:3]=[C:4]2[C:9](=[CH:10][CH:11]=1)[O:8][C@@H:7]([C:12]([OH:14])=O)[CH2:6][CH2:5]2.C([O-])(=O)C.[NH4+:19].O, predict the reaction product. The product is: [I:1][C:2]1[CH:3]=[C:4]2[C:9](=[CH:10][CH:11]=1)[O:8][C@@H:7]([C:12]([NH2:19])=[O:14])[CH2:6][CH2:5]2.